This data is from NCI-60 drug combinations with 297,098 pairs across 59 cell lines. The task is: Regression. Given two drug SMILES strings and cell line genomic features, predict the synergy score measuring deviation from expected non-interaction effect. (1) Drug 1: CCC1(CC2CC(C3=C(CCN(C2)C1)C4=CC=CC=C4N3)(C5=C(C=C6C(=C5)C78CCN9C7C(C=CC9)(C(C(C8N6C=O)(C(=O)OC)O)OC(=O)C)CC)OC)C(=O)OC)O.OS(=O)(=O)O. Drug 2: C1CCC(C(C1)N)N.C(=O)(C(=O)[O-])[O-].[Pt+4]. Cell line: MCF7. Synergy scores: CSS=33.6, Synergy_ZIP=-11.7, Synergy_Bliss=-4.64, Synergy_Loewe=-3.49, Synergy_HSA=-3.23. (2) Drug 1: CC12CCC3C(C1CCC2=O)CC(=C)C4=CC(=O)C=CC34C. Drug 2: C1=CN(C(=O)N=C1N)C2C(C(C(O2)CO)O)O.Cl. Cell line: SF-295. Synergy scores: CSS=37.4, Synergy_ZIP=-9.28, Synergy_Bliss=-7.69, Synergy_Loewe=-6.56, Synergy_HSA=-6.21. (3) Drug 1: C1CNP(=O)(OC1)N(CCCl)CCCl. Drug 2: C1=CC=C(C=C1)NC(=O)CCCCCCC(=O)NO. Cell line: T-47D. Synergy scores: CSS=41.6, Synergy_ZIP=5.84, Synergy_Bliss=6.92, Synergy_Loewe=-33.7, Synergy_HSA=5.28. (4) Drug 1: C1C(C(OC1N2C=NC3=C2NC=NCC3O)CO)O. Drug 2: CC12CCC3C(C1CCC2OP(=O)(O)O)CCC4=C3C=CC(=C4)OC(=O)N(CCCl)CCCl.[Na+]. Cell line: MCF7. Synergy scores: CSS=-2.63, Synergy_ZIP=4.48, Synergy_Bliss=3.86, Synergy_Loewe=-5.85, Synergy_HSA=-5.84. (5) Drug 1: CN(C)N=NC1=C(NC=N1)C(=O)N. Drug 2: CCCCC(=O)OCC(=O)C1(CC(C2=C(C1)C(=C3C(=C2O)C(=O)C4=C(C3=O)C=CC=C4OC)O)OC5CC(C(C(O5)C)O)NC(=O)C(F)(F)F)O. Cell line: SNB-19. Synergy scores: CSS=-3.15, Synergy_ZIP=-1.00, Synergy_Bliss=-4.80, Synergy_Loewe=-10.8, Synergy_HSA=-6.46. (6) Drug 1: C1CC(=O)NC(=O)C1N2CC3=C(C2=O)C=CC=C3N. Drug 2: CC1=C(C(CCC1)(C)C)C=CC(=CC=CC(=CC(=O)O)C)C. Cell line: HOP-62. Synergy scores: CSS=7.80, Synergy_ZIP=-1.16, Synergy_Bliss=3.38, Synergy_Loewe=1.88, Synergy_HSA=0.408. (7) Drug 2: CC12CCC3C(C1CCC2OP(=O)(O)O)CCC4=C3C=CC(=C4)OC(=O)N(CCCl)CCCl.[Na+]. Cell line: KM12. Drug 1: COC1=C2C(=CC3=C1OC=C3)C=CC(=O)O2. Synergy scores: CSS=-22.8, Synergy_ZIP=5.80, Synergy_Bliss=-8.37, Synergy_Loewe=-32.2, Synergy_HSA=-31.7. (8) Drug 1: C1CCC(C1)C(CC#N)N2C=C(C=N2)C3=C4C=CNC4=NC=N3. Drug 2: CC1CCC2CC(C(=CC=CC=CC(CC(C(=O)C(C(C(=CC(C(=O)CC(OC(=O)C3CCCCN3C(=O)C(=O)C1(O2)O)C(C)CC4CCC(C(C4)OC)O)C)C)O)OC)C)C)C)OC. Cell line: HS 578T. Synergy scores: CSS=39.9, Synergy_ZIP=12.5, Synergy_Bliss=17.1, Synergy_Loewe=1.69, Synergy_HSA=12.7.